Dataset: Forward reaction prediction with 1.9M reactions from USPTO patents (1976-2016). Task: Predict the product of the given reaction. (1) The product is: [OH:18][CH:16]1[CH:15]([NH:19][C:20]([CH:21]([NH:26][C:27]([C:29]2[O:30][C:31]3[CH:37]=[CH:36][CH:35]=[CH:34][C:32]=3[CH:33]=2)=[O:28])[CH2:22][CH:23]([CH3:25])[CH3:24])=[O:38])[CH2:14][CH2:13][N:12]([CH3:39])[NH:11][CH2:17]1. Given the reactants C(OC([N:11]1[CH2:17][CH:16]([OH:18])[CH:15]([NH:19][C:20](=[O:38])[C@@H:21]([NH:26][C:27]([C:29]2[O:30][C:31]3[CH:37]=[CH:36][CH:35]=[CH:34][C:32]=3[CH:33]=2)=[O:28])[CH2:22][CH:23]([CH3:25])[CH3:24])[CH2:14][CH2:13][N:12]1[CH3:39])=O)C1C=CC=CC=1.C(OC(=O)C)C, predict the reaction product. (2) Given the reactants ClC1C2C=C(F)N=CC=2N=CN=1.[F:13][C:14]1[N:31]=[CH:30][C:17]2[N:18]=[CH:19][N:20]=[C:21]([NH:22][C@H:23]3C[CH2:27][C@H:26](C)[CH2:25][CH2:24]3)[C:16]=2[CH:15]=1.C[C@H]1CC[C@H](N)CC1.C(N(C(C)C)CC)(C)C.[OH2:49], predict the reaction product. The product is: [F:13][C:14]1[N:31]=[CH:30][C:17]2[N:18]=[CH:19][N:20]=[C:21]([NH:22][CH2:23][CH:24]3[CH2:25][CH2:26][CH2:27][O:49]3)[C:16]=2[CH:15]=1. (3) Given the reactants [N:1]([CH:4]([C:26]1[CH:31]=[CH:30][CH:29]=[C:28]([C:32]2[N:33]=[N:34][NH:35][N:36]=2)[CH:27]=1)[C:5]1[CH:25]=[CH:24][C:8]([CH2:9][O:10][C:11]2[CH:16]=[CH:15][C:14]([C:17](=[O:19])[CH3:18])=[C:13]([OH:20])[C:12]=2[CH2:21][CH2:22][CH3:23])=[CH:7][CH:6]=1)=[N+]=[N-].C1(P(C2C=CC=CC=2)C2C=CC=CC=2)C=CC=CC=1.O, predict the reaction product. The product is: [NH2:1][CH:4]([C:26]1[CH:31]=[CH:30][CH:29]=[C:28]([C:32]2[NH:36][N:35]=[N:34][N:33]=2)[CH:27]=1)[C:5]1[CH:25]=[CH:24][C:8]([CH2:9][O:10][C:11]2[CH:16]=[CH:15][C:14]([C:17](=[O:19])[CH3:18])=[C:13]([OH:20])[C:12]=2[CH2:21][CH2:22][CH3:23])=[CH:7][CH:6]=1. (4) The product is: [CH2:1]([N:8]1[CH2:13][CH2:12][CH:11]([C:14]([NH:16][C:17]2[CH:22]=[CH:21][C:20]([CH2:23][NH:24][C:25]3[C:34]4[C:29](=[CH:30][C:31]([CH3:35])=[CH:32][CH:33]=4)[N:28]=[C:27]([N:38]([CH2:39][CH2:40][OH:41])[CH3:37])[N:26]=3)=[CH:19][CH:18]=2)=[O:15])[CH2:10][CH2:9]1)[C:2]1[CH:7]=[CH:6][CH:5]=[CH:4][CH:3]=1. Given the reactants [CH2:1]([N:8]1[CH2:13][CH2:12][CH:11]([C:14]([NH:16][C:17]2[CH:22]=[CH:21][C:20]([CH2:23][NH:24][C:25]3[C:34]4[C:29](=[CH:30][C:31]([CH3:35])=[CH:32][CH:33]=4)[N:28]=[C:27](Cl)[N:26]=3)=[CH:19][CH:18]=2)=[O:15])[CH2:10][CH2:9]1)[C:2]1[CH:7]=[CH:6][CH:5]=[CH:4][CH:3]=1.[CH3:37][NH:38][CH2:39][CH2:40][OH:41], predict the reaction product. (5) Given the reactants [F:1][C:2]1[CH:28]=[CH:27][C:5]([C:6]([N:8]2[CH2:13][CH2:12][CH2:11][C@H:10]([C:14]([NH:16][NH:17][C:18](=O)[C:19]3[CH:24]=[CH:23][C:22]([F:25])=[CH:21][CH:20]=3)=[O:15])[CH2:9]2)=[O:7])=[CH:4][CH:3]=1.C1(C)C=CC(S(Cl)(=O)=O)=CC=1.C(N=P1(N(CC)CC)N(C)CCCN1C)(C)(C)C, predict the reaction product. The product is: [F:1][C:2]1[CH:28]=[CH:27][C:5]([C:6]([N:8]2[CH2:13][CH2:12][CH2:11][CH:10]([C:14]3[O:15][C:18]([C:19]4[CH:20]=[CH:21][C:22]([F:25])=[CH:23][CH:24]=4)=[N:17][N:16]=3)[CH2:9]2)=[O:7])=[CH:4][CH:3]=1. (6) Given the reactants C(OC([N:8]1[CH2:13][CH2:12][CH2:11][C@@H:10]([O:14][Si:15]([C:18]([CH3:21])([CH3:20])[CH3:19])([CH3:17])[CH3:16])[C@H:9]1[CH2:22][NH:23][C:24]1[CH:29]=[CH:28][C:27]([C:30]#[N:31])=[C:26]([Cl:32])[C:25]=1[CH3:33])=O)(C)(C)C, predict the reaction product. The product is: [Si:15]([O:14][C@@H:10]1[CH2:11][CH2:12][CH2:13][NH:8][C@H:9]1[CH2:22][NH:23][C:24]1[CH:29]=[CH:28][C:27]([C:30]#[N:31])=[C:26]([Cl:32])[C:25]=1[CH3:33])([C:18]([CH3:21])([CH3:20])[CH3:19])([CH3:16])[CH3:17].